The task is: Predict which catalyst facilitates the given reaction.. This data is from Catalyst prediction with 721,799 reactions and 888 catalyst types from USPTO. (1) Reactant: [C:1]([O:5][C:6]([N:8]1[CH2:13][CH2:12][CH:11]([C:14](=O)[NH2:15])[CH2:10][CH2:9]1)=[O:7])([CH3:4])([CH3:3])[CH3:2].COC1C=CC(P2(SP(C3C=CC(OC)=CC=3)(=S)S2)=[S:26])=CC=1.COCCOC.C(Cl)(Cl)Cl. Product: [C:1]([O:5][C:6]([N:8]1[CH2:13][CH2:12][CH:11]([C:14](=[S:26])[NH2:15])[CH2:10][CH2:9]1)=[O:7])([CH3:4])([CH3:3])[CH3:2]. The catalyst class is: 175. (2) Reactant: [OH:1][C@H:2]1[CH2:6][C@@H:5]([CH2:7][Si](C)(C)C)[N:4]([C:12]([O:14][CH2:15][C:16]2[CH:21]=[CH:20][CH:19]=[CH:18][CH:17]=2)=[O:13])[C@H:3]1[CH3:22].CC(C)([O-])C.[K+].C1OCCOCCOCCOCCOCCOC1.O. Product: [OH:1][C@H:2]1[CH2:6][C@@H:5]([CH3:7])[N:4]([C:12]([O:14][CH2:15][C:16]2[CH:21]=[CH:20][CH:19]=[CH:18][CH:17]=2)=[O:13])[C@H:3]1[CH3:22]. The catalyst class is: 16.